Dataset: Full USPTO retrosynthesis dataset with 1.9M reactions from patents (1976-2016). Task: Predict the reactants needed to synthesize the given product. Given the product [F:18][C:19]([F:27])([F:28])[C:20]1[CH:21]=[C:22]([CH:23]=[CH:24][CH:25]=1)[O:26][C:2]1[CH:7]=[C:6]([O:8][CH2:9][C:10]#[CH:11])[N:5]=[CH:4][N:3]=1, predict the reactants needed to synthesize it. The reactants are: Cl[C:2]1[CH:7]=[C:6]([O:8][CH2:9][C:10]#[CH:11])[N:5]=[CH:4][N:3]=1.C(=O)([O-])[O-].[K+].[K+].[F:18][C:19]([F:28])([F:27])[C:20]1[CH:21]=[C:22]([OH:26])[CH:23]=[CH:24][CH:25]=1.[Cl-].[NH4+].